This data is from Full USPTO retrosynthesis dataset with 1.9M reactions from patents (1976-2016). The task is: Predict the reactants needed to synthesize the given product. (1) Given the product [Br:18][CH2:19][CH2:20][CH2:21][CH2:22][CH2:23][CH2:24][O:17][C:13]1[CH:12]=[C:11]2[C:16](=[CH:15][CH:14]=1)[N:8]([C:5]1[CH:6]=[CH:7][C:2]([F:1])=[CH:3][CH:4]=1)[CH:9]=[CH:10]2, predict the reactants needed to synthesize it. The reactants are: [F:1][C:2]1[CH:7]=[CH:6][C:5]([N:8]2[C:16]3[C:11](=[CH:12][C:13]([OH:17])=[CH:14][CH:15]=3)[CH:10]=[CH:9]2)=[CH:4][CH:3]=1.[Br:18][CH2:19][CH2:20][CH2:21][CH2:22][CH2:23][CH2:24]Br.C([O-])([O-])=O.[K+].[K+]. (2) The reactants are: [CH:1]1([C:4]([NH:6][C:7]2[CH:34]=[C:10]3[C:11]([C:15]4[CH:33]=[CH:32][C:18]([O:19][C@@H:20]5[CH2:24][CH2:23][N:22](C(OC(C)(C)C)=O)[CH2:21]5)=[CH:17][CH:16]=4)=[CH:12][CH:13]=[CH:14][N:9]3[N:8]=2)=[O:5])[CH2:3][CH2:2]1.C(O)(C(F)(F)F)=O. Given the product [NH:22]1[CH2:23][CH2:24][C@@H:20]([O:19][C:18]2[CH:17]=[CH:16][C:15]([C:11]3[C:10]4[N:9]([N:8]=[C:7]([NH:6][C:4]([CH:1]5[CH2:2][CH2:3]5)=[O:5])[CH:34]=4)[CH:14]=[CH:13][CH:12]=3)=[CH:33][CH:32]=2)[CH2:21]1, predict the reactants needed to synthesize it. (3) Given the product [CH2:27]([NH:29][C:30]([NH:5][C:4]1[CH:6]=[CH:7][C:8]([C:9]2[N:10]=[C:11]([N:20]3[CH2:25][CH2:24][O:23][CH2:22][C@@H:21]3[CH3:26])[C:12]3[CH2:18][CH2:17][N:16]([CH3:19])[CH2:15][C:13]=3[N:14]=2)=[C:2]([F:1])[CH:3]=1)=[O:31])[CH3:28], predict the reactants needed to synthesize it. The reactants are: [F:1][C:2]1[CH:3]=[C:4]([CH:6]=[CH:7][C:8]=1[C:9]1[N:10]=[C:11]([N:20]2[CH2:25][CH2:24][O:23][CH2:22][C@@H:21]2[CH3:26])[C:12]2[CH2:18][CH2:17][N:16]([CH3:19])[CH2:15][C:13]=2[N:14]=1)[NH2:5].[CH2:27]([N:29]=[C:30]=[O:31])[CH3:28]. (4) Given the product [Br:27][C:28]1[CH:36]=[C:32]([C:33]([C:7]2[C:15]3[C:14]([Cl:16])=[N:13][CH:12]=[N:11][C:10]=3[NH:9][CH:8]=2)=[O:34])[CH:31]=[N:30][CH:29]=1, predict the reactants needed to synthesize it. The reactants are: [Li]CCCC.Br[C:7]1[C:15]2[C:14]([Cl:16])=[N:13][CH:12]=[N:11][C:10]=2[N:9]([Si](C(C)C)(C(C)C)C(C)C)[CH:8]=1.[Br:27][C:28]1[CH:29]=[N:30][CH:31]=[C:32]([CH:36]=1)[C:33](Cl)=[O:34].CC(O)C. (5) Given the product [CH2:35]([O:42][C:43]1[CH:48]=[C:47]([CH:46]=[CH:45][C:44]=1[N:50]1[CH2:51][C:52](=[O:63])[N:53]([CH2:57][CH2:58][Si:59]([CH3:60])([CH3:61])[CH3:62])[S:54]1(=[O:55])=[O:56])[CH2:7][C:6]1[CH:9]=[CH:10][CH:11]=[CH:12][C:5]=1[C:3]#[N:4])[C:36]1[CH:41]=[CH:40][CH:39]=[CH:38][CH:37]=1, predict the reactants needed to synthesize it. The reactants are: [Na+].[I-].[C:3]([C:5]1[CH:12]=[CH:11][CH:10]=[CH:9][C:6]=1[CH2:7]Br)#[N:4].C1(C)C=CC=CC=1P(C1C=CC=CC=1C)C1C=CC=CC=1C.[CH2:35]([O:42][C:43]1[CH:48]=[C:47](I)[CH:46]=[CH:45][C:44]=1[N:50]1[S:54](=[O:56])(=[O:55])[N:53]([CH2:57][CH2:58][Si:59]([CH3:62])([CH3:61])[CH3:60])[C:52](=[O:63])[CH2:51]1)[C:36]1[CH:41]=[CH:40][CH:39]=[CH:38][CH:37]=1.